Task: Predict the reaction yield, written as a fraction of the theoretical maximum amount of product (1.0 means a 100% yield; for example, 0.34 means a 34% yield).. Dataset: Reaction yield outcomes from USPTO patents with 853,638 reactions (1) The reactants are [CH3:1][C:2]([CH2:17][CH2:18][CH:19]=[C:20]([CH3:22])[CH3:21])=[CH:3][CH2:4][O:5][C:6]1[CH:7]=[C:8]([CH:12]=[CH:13][C:14]=1[O:15][CH3:16])[C:9]([OH:11])=[O:10].C(N(CC)C(C)C)(C)C.[CH3:32][O:33][CH2:34]Cl. The catalyst is C1COCC1. The product is [CH3:32][O:33][CH2:34][O:10][C:9](=[O:11])[C:8]1[CH:12]=[CH:13][C:14]([O:15][CH3:16])=[C:6]([O:5][CH2:4][CH:3]=[C:2]([CH3:1])[CH2:17][CH2:18][CH:19]=[C:20]([CH3:22])[CH3:21])[CH:7]=1. The yield is 0.600. (2) The reactants are [CH2:1]([N:3]([CH2:18][CH3:19])[CH2:4][CH2:5][CH2:6][CH2:7][O:8][C:9]1[CH:10]=[C:11]2[C:15](=[CH:16][CH:17]=1)[NH:14][CH:13]=[CH:12]2)[CH3:2].[Br:20][C:21]1[CH:26]=[CH:25][C:24](F)=[CH:23][CH:22]=1.C1OCCOCCOCCOCCOCCOC1.[F-].[K+]. The catalyst is CS(C)=O.CCOCC. The product is [Br:20][C:21]1[CH:26]=[CH:25][C:24]([N:14]2[C:15]3[C:11](=[CH:10][C:9]([O:8][CH2:7][CH2:6][CH2:5][CH2:4][N:3]([CH2:1][CH3:2])[CH2:18][CH3:19])=[CH:17][CH:16]=3)[CH:12]=[CH:13]2)=[CH:23][CH:22]=1. The yield is 0.480. (3) The reactants are [N+:1]([CH2:4][CH2:5][C:6]([C:8]1[CH:13]=[CH:12][C:11]([CH2:14][CH2:15][CH2:16][CH2:17][CH2:18][CH2:19][CH2:20][CH3:21])=[CH:10][CH:9]=1)=[O:7])([O-:3])=[O:2].[BH4-].[Na+].N1C=CC=CC=1.[C:30](OC(=O)C)(=[O:32])[CH3:31]. The catalyst is CO.C(OCC)(=O)C.ClCCl. The product is [C:30]([O:7][CH:6]([C:8]1[CH:9]=[CH:10][C:11]([CH2:14][CH2:15][CH2:16][CH2:17][CH2:18][CH2:19][CH2:20][CH3:21])=[CH:12][CH:13]=1)[CH2:5][CH2:4][N+:1]([O-:3])=[O:2])(=[O:32])[CH3:31]. The yield is 0.940. (4) The yield is 0.900. The reactants are C(OC([N:11]1[CH2:23][CH2:22][C:21]2[C:20]3[C:15](=[CH:16][CH:17]=[CH:18][CH:19]=3)[N:14]([CH2:24][C:25]3[CH:30]=[CH:29][C:28]([CH2:31][C:32]([OH:34])=[O:33])=[CH:27][CH:26]=3)[C:13]=2[CH2:12]1)=O)C1C=CC=CC=1.[ClH:35]. The product is [ClH:35].[C:32]([CH2:31][C:28]1[CH:29]=[CH:30][C:25]([CH2:24][N:14]2[C:15]3[C:20](=[CH:19][CH:18]=[CH:17][CH:16]=3)[C:21]3[CH2:22][CH2:23][NH:11][CH2:12][C:13]2=3)=[CH:26][CH:27]=1)([OH:34])=[O:33]. The catalyst is CO.O1CCOCC1.[Pd]. (5) The reactants are [Cl:1][C:2]1[C:10]2[C:5](=[CH:6][C:7]([S:11]([N:14]3[CH2:19][CH2:18][N:17]([C:20]([CH:22]4[CH2:27][CH2:26][N:25]([C:28]5[CH:29]=[CH:30][C:31](=[O:35])[N:32]([CH3:34])[N:33]=5)[CH2:24][CH2:23]4)=[O:21])[CH2:16][CH:15]3O)(=[O:13])=[O:12])=[CH:8][CH:9]=2)[NH:4][CH:3]=1. The catalyst is CO.Cl. The product is [Cl:1][C:2]1[C:10]2[C:5](=[CH:6][C:7]([S:11]([N:14]3[CH:15]=[CH:16][N:17]([C:20]([CH:22]4[CH2:27][CH2:26][N:25]([C:28]5[CH:29]=[CH:30][C:31](=[O:35])[N:32]([CH3:34])[N:33]=5)[CH2:24][CH2:23]4)=[O:21])[CH2:18][CH2:19]3)(=[O:12])=[O:13])=[CH:8][CH:9]=2)[NH:4][CH:3]=1. The yield is 0.930. (6) The reactants are [S:1]1[CH:5]=[CH:4][C:3]2[C:6]([N:10]3[CH2:15][CH2:14][N:13]([CH2:16][CH2:17][CH2:18][O:19][C:20]4[C:25]([CH3:26])=[CH:24][C:23]([NH2:27])=[CH:22][C:21]=4[O:28][CH3:29])[CH2:12][CH2:11]3)=[CH:7][CH:8]=[CH:9][C:2]1=2.C(N(C(C)C)C(C)C)C.[CH2:39]([S:41]([Cl:44])(=[O:43])=[O:42])[CH3:40].[OH-].[Na+]. The catalyst is ClCCl.C(O)C. The product is [ClH:44].[S:1]1[CH:5]=[CH:4][C:3]2[C:6]([N:10]3[CH2:11][CH2:12][N:13]([CH2:16][CH2:17][CH2:18][O:19][C:20]4[C:25]([CH3:26])=[CH:24][C:23]([NH:27][S:41]([CH2:39][CH3:40])(=[O:43])=[O:42])=[CH:22][C:21]=4[O:28][CH3:29])[CH2:14][CH2:15]3)=[CH:7][CH:8]=[CH:9][C:2]1=2. The yield is 0.850. (7) The product is [NH2:17][C:15]1[C:16]2[C:8]([C:5]3[CH:4]=[CH:3][C:2]([NH:1][C:24](=[O:31])[C:25]4[CH:30]=[CH:29][CH:28]=[CH:27][CH:26]=4)=[CH:7][CH:6]=3)=[CH:9][O:10][C:11]=2[N:12]=[CH:13][N:14]=1. The reactants are [NH2:1][C:2]1[CH:7]=[CH:6][C:5]([C:8]2[C:16]3[C:15]([NH2:17])=[N:14][CH:13]=[N:12][C:11]=3[O:10][CH:9]=2)=[CH:4][CH:3]=1.N1C=CC=CC=1.[C:24](Cl)(=[O:31])[C:25]1[CH:30]=[CH:29][CH:28]=[CH:27][CH:26]=1. The yield is 0.420. The catalyst is ClCCl.